From a dataset of Choline transporter screen with 302,306 compounds. Binary Classification. Given a drug SMILES string, predict its activity (active/inactive) in a high-throughput screening assay against a specified biological target. (1) The compound is Brc1cc(F)c(Oc2ncc(S(=O)(=O)N3CCCCC3)cc2)cc1. The result is 0 (inactive). (2) The drug is S(CC(=O)c1cc2OCCOc2cc1)c1oc(nn1)CNc1ccccc1. The result is 0 (inactive). (3) The drug is Fc1ccc(OCCCOC(=O)c2c(O)cc(O)cc2)cc1. The result is 1 (active). (4) The compound is O(CC(=O)NC(C)(C)C)c1c(OC)cc(CNCCCO)cc1. The result is 0 (inactive). (5) The compound is S(=O)(=O)(N1CC(CCC1)C(=O)Nc1cc(cc(c1)C(OC)=O)C(OC)=O)c1c([nH]nc1C)C. The result is 0 (inactive). (6) The compound is O1CCN(CC1)C(=O)/C=C\c1ccc(C(C)C)cc1. The result is 0 (inactive).